Predict the product of the given reaction. From a dataset of Forward reaction prediction with 1.9M reactions from USPTO patents (1976-2016). (1) Given the reactants [Cl:1][C:2]1[C:3]([F:42])=[C:4]([CH:39]=[CH:40][CH:41]=1)[CH2:5][NH:6][C:7]([C@@H:9]1[CH2:13][C@:12]([F:15])([CH3:14])[CH2:11][N:10]1[C:16](=[O:38])[CH2:17][N:18]1[C:26]2[C:21](=[CH:22][CH:23]=[C:24]([O:27]CC3C=CC=CC=3)[CH:25]=2)[C:20]([C:35](=[O:37])[CH3:36])=[CH:19]1)=[O:8].C(O)(C(F)(F)F)=O.C1(SC)C=CC=CC=1, predict the reaction product. The product is: [Cl:1][C:2]1[C:3]([F:42])=[C:4]([CH:39]=[CH:40][CH:41]=1)[CH2:5][NH:6][C:7]([C@@H:9]1[CH2:13][C@:12]([F:15])([CH3:14])[CH2:11][N:10]1[C:16](=[O:38])[CH2:17][N:18]1[C:26]2[C:21](=[CH:22][CH:23]=[C:24]([OH:27])[CH:25]=2)[C:20]([C:35](=[O:37])[CH3:36])=[CH:19]1)=[O:8]. (2) Given the reactants [CH3:1][O:2][C:3]1[CH:4]=[C:5]([CH2:9][C:10]([C:12]2[CH:13]=[N:14][CH:15]=[CH:16][CH:17]=2)=O)[CH:6]=[CH:7][CH:8]=1.[CH2:18]([O:20][C:21]1[C:22]([OH:32])=[C:23]([CH:27]=[C:28]([CH:30]=O)[CH:29]=1)[C:24]([OH:26])=[O:25])[CH3:19].[NH2:33][C:34]([NH2:36])=[O:35].Cl, predict the reaction product. The product is: [CH2:18]([O:20][C:21]1[C:22]([OH:32])=[C:23]([CH:27]=[C:28]([CH:30]2[C:9]([C:5]3[CH:6]=[CH:7][CH:8]=[C:3]([O:2][CH3:1])[CH:4]=3)=[C:10]([C:12]3[CH:13]=[N:14][CH:15]=[CH:16][CH:17]=3)[NH:36][C:34](=[O:35])[NH:33]2)[CH:29]=1)[C:24]([OH:26])=[O:25])[CH3:19]. (3) Given the reactants [CH2:1]([N:8]1[CH2:14][CH:13]2[CH2:15][CH:10]([CH2:11][CH:12]2[O:16]C(=O)C)[CH2:9]1)[C:2]1[CH:7]=[CH:6][CH:5]=[CH:4][CH:3]=1.[OH-].[K+], predict the reaction product. The product is: [CH2:1]([N:8]1[CH2:14][CH:13]2[CH2:15][CH:10]([CH2:11][CH:12]2[OH:16])[CH2:9]1)[C:2]1[CH:3]=[CH:4][CH:5]=[CH:6][CH:7]=1.